From a dataset of Full USPTO retrosynthesis dataset with 1.9M reactions from patents (1976-2016). Predict the reactants needed to synthesize the given product. (1) Given the product [CH:1]1[C:10]2[C:5](=[CH:6][CH:7]=[CH:8][CH:9]=2)[CH:4]=[CH:3][C:2]=1[CH2:11][O:12][CH:13]1[CH:18]([C:19]2[CH:24]=[CH:23][C:22]([O:25][CH2:26][CH2:27][CH2:28][C:29]3([C:34]4[CH:39]=[CH:38][CH:37]=[CH:36][CH:35]=4)[O:33][CH2:32][CH2:31][O:30]3)=[CH:21][CH:20]=2)[CH2:17][CH2:16][NH:15][CH2:14]1, predict the reactants needed to synthesize it. The reactants are: [CH:1]1[C:10]2[C:5](=[CH:6][CH:7]=[CH:8][CH:9]=2)[CH:4]=[CH:3][C:2]=1[CH2:11][O:12][CH:13]1[CH:18]([C:19]2[CH:24]=[CH:23][C:22]([O:25][CH2:26][CH2:27][CH2:28][C:29]3([C:34]4[CH:39]=[CH:38][CH:37]=[CH:36][CH:35]=4)[O:33][CH2:32][CH2:31][O:30]3)=[CH:21][CH:20]=2)[CH2:17][CH2:16][N:15](C(OC(C)(C)C)=O)[CH2:14]1.O. (2) Given the product [CH2:28]([O:27][C:24]1[CH:25]=[CH:26][C:21]([C:11]([C:8]2[CH:9]=[CH:10][C:5]([O:4][CH2:1][CH:2]=[CH2:3])=[CH:6][CH:7]=2)([CH3:20])[CH2:12][CH2:13][CH2:14][OH:15])=[CH:22][CH:23]=1)[CH:29]=[CH2:30], predict the reactants needed to synthesize it. The reactants are: [CH2:1]([O:4][C:5]1[CH:10]=[CH:9][C:8]([C:11]([C:21]2[CH:26]=[CH:25][C:24]([O:27][CH2:28][CH:29]=[CH2:30])=[CH:23][CH:22]=2)([CH3:20])[CH2:12][CH2:13][C:14](OCC=C)=[O:15])=[CH:7][CH:6]=1)[CH:2]=[CH2:3].O1CCCC1.[H-].COCCO[Al+]OCCOC.[Na+].[H-].Cl. (3) The reactants are: [H-].[H-].[H-].[H-].[Li+].[Al+3].[N:7]([CH2:10]/[CH:11]=[CH:12]/[CH:13]=[CH:14]/[CH2:15][CH2:16][CH2:17][CH2:18][CH2:19][CH2:20][CH3:21])=[N+]=[N-]. Given the product [CH2:10]([NH2:7])/[CH:11]=[CH:12]/[CH:13]=[CH:14]/[CH2:15][CH2:16][CH2:17][CH2:18][CH2:19][CH2:20][CH3:21], predict the reactants needed to synthesize it. (4) Given the product [CH3:14][O:13][C:10]1[CH:11]=[CH:12][C:7]([NH:6][C:4]([C@:3]2([CH3:15])[CH2:2][O:16]2)=[O:5])=[CH:8][CH:9]=1, predict the reactants needed to synthesize it. The reactants are: Br[CH2:2][C@@:3]([OH:16])([CH3:15])[C:4]([NH:6][C:7]1[CH:12]=[CH:11][C:10]([O:13][CH3:14])=[CH:9][CH:8]=1)=[O:5].C([O-])([O-])=O.[K+].[K+]. (5) Given the product [CH:19]([N:17]1[C:16](=[O:22])[CH:15]=[CH:14][C:13]([C:4]2[S:3][C:2]([NH:1][C:23](=[O:25])[CH3:24])=[N:6][C:5]=2[C:7]2[CH:8]=[CH:9][CH:10]=[CH:11][CH:12]=2)=[N:18]1)([CH3:20])[CH3:21], predict the reactants needed to synthesize it. The reactants are: [NH2:1][C:2]1[S:3][C:4]([C:13]2[CH:14]=[CH:15][C:16](=[O:22])[N:17]([CH:19]([CH3:21])[CH3:20])[N:18]=2)=[C:5]([C:7]2[CH:12]=[CH:11][CH:10]=[CH:9][CH:8]=2)[N:6]=1.[C:23](Cl)(=[O:25])[CH3:24].C(N(CC)CC)C.Cl.